This data is from Reaction yield outcomes from USPTO patents with 853,638 reactions. The task is: Predict the reaction yield, written as a fraction of the theoretical maximum amount of product (1.0 means a 100% yield; for example, 0.34 means a 34% yield). (1) The reactants are [CH3:1][C:2]1[O:6][N:5]=[C:4]([C:7]2[CH:12]=[CH:11][CH:10]=[CH:9][CH:8]=2)[C:3]=1[CH2:13][OH:14].O[C:16]1[CH:21]=[CH:20][C:19]([Br:22])=[CH:18][N:17]=1.C1(P(C2C=CC=CC=2)C2C=CC=CC=2)C=CC=CC=1.N(C(OCC)=O)=NC(OCC)=O. The catalyst is C1COCC1. The product is [Br:22][C:19]1[CH:20]=[CH:21][C:16]([O:14][CH2:13][C:3]2[C:4]([C:7]3[CH:12]=[CH:11][CH:10]=[CH:9][CH:8]=3)=[N:5][O:6][C:2]=2[CH3:1])=[N:17][CH:18]=1. The yield is 0.420. (2) The reactants are [CH3:1][O:2][C:3]1[CH:8]=[C:7]([N+:9]([O-])=O)[CH:6]=[CH:5][C:4]=1[C:12]1[O:16][N:15]=[C:14]([CH3:17])[CH:13]=1.[Sn](Cl)Cl.Cl.CO. The catalyst is C1COCC1. The product is [CH3:1][O:2][C:3]1[CH:8]=[C:7]([CH:6]=[CH:5][C:4]=1[C:12]1[O:16][N:15]=[C:14]([CH3:17])[CH:13]=1)[NH2:9]. The yield is 0.840. (3) The reactants are CO[C:3](=[O:25])[C:4]([OH:24])=[CH:5][C:6](=[O:23])[N:7]([O:16][CH2:17][C:18](=[O:22])[N:19]([CH3:21])[CH3:20])[CH2:8][C:9]1[CH:14]=[CH:13][C:12]([F:15])=[CH:11][CH:10]=1.C=O.CN.ClC1C=C(C=CC=1Cl)[CH2:34][N:35](C)[C:36](C1CN(C)C(=O)C=1O)=O. No catalyst specified. The product is [CH3:21][N:19]([CH3:20])[C:18]([CH2:17][O:16][N:7]([CH2:8][C:9]1[CH:10]=[CH:11][C:12]([F:15])=[CH:13][CH:14]=1)[C:6]([C:5]1[CH2:34][N:35]([CH3:36])[C:3](=[O:25])[C:4]=1[OH:24])=[O:23])=[O:22]. The yield is 0.250. (4) The reactants are [C:1]([C:4]1[CH:22]=[CH:21][CH:20]=[CH:19][C:5]=1[O:6][C:7]1[CH:15]=[CH:14][C:10]([C:11]([OH:13])=[O:12])=[CH:9][C:8]=1[N+:16]([O-])=O)([OH:3])=[O:2]. The catalyst is CO.O=[Pt]=O.[Pd]. The product is [NH2:16][C:8]1[CH:9]=[C:10]([CH:14]=[CH:15][C:7]=1[O:6][C:5]1[CH:19]=[CH:20][CH:21]=[CH:22][C:4]=1[C:1]([OH:3])=[O:2])[C:11]([OH:13])=[O:12]. The yield is 1.00.